Dataset: Full USPTO retrosynthesis dataset with 1.9M reactions from patents (1976-2016). Task: Predict the reactants needed to synthesize the given product. (1) Given the product [CH2:11]([N:6]1[C:5]2[C:4](=[O:14])[NH:3][C:2](=[O:16])[NH:10][C:9]=2[N:8]=[CH:7]1)[CH:12]=[CH2:13], predict the reactants needed to synthesize it. The reactants are: N[C:2]1[NH:3][C:4](=[O:14])[C:5]2[N:6]([CH2:11][CH:12]=[CH2:13])[CH:7]=[N:8][C:9]=2[N:10]=1.N([O-])=[O:16].[Na+]. (2) Given the product [CH3:36][C:10]1([CH2:9][OH:8])[S:16][CH2:15][CH2:14][N:13]2[C:17]([C:20]3([C:23]4[CH:24]=[CH:25][C:26]([C:29]5[N:30]=[N:31][C:32]([CH3:35])=[CH:33][CH:34]=5)=[CH:27][CH:28]=4)[CH2:22][CH2:21]3)=[N:18][N:19]=[C:12]2[CH2:11]1, predict the reactants needed to synthesize it. The reactants are: [Si]([O:8][CH2:9][C:10]1([CH3:36])[S:16][CH2:15][CH2:14][N:13]2[C:17]([C:20]3([C:23]4[CH:28]=[CH:27][C:26]([C:29]5[N:30]=[N:31][C:32]([CH3:35])=[CH:33][CH:34]=5)=[CH:25][CH:24]=4)[CH2:22][CH2:21]3)=[N:18][N:19]=[C:12]2[CH2:11]1)(C(C)(C)C)(C)C.Cl.